From a dataset of Forward reaction prediction with 1.9M reactions from USPTO patents (1976-2016). Predict the product of the given reaction. The product is: [Cl:1][C:2]1[CH:3]=[C:4]([C:12]2[O:16][N:15]=[C:14]([C:17]3[CH:18]=[CH:19][C:20]([CH2:23][N:50]4[CH2:53][CH:52]([C:54]([O:56][CH3:57])=[O:55])[CH2:51]4)=[N:21][CH:22]=3)[N:13]=2)[CH:5]=[CH:6][C:7]=1[CH2:8][CH:9]([CH3:11])[CH3:10]. Given the reactants [Cl:1][C:2]1[CH:3]=[C:4]([C:12]2[O:16][N:15]=[C:14]([C:17]3[CH:18]=[CH:19][C:20]([CH2:23]O)=[N:21][CH:22]=3)[N:13]=2)[CH:5]=[CH:6][C:7]=1[CH2:8][CH:9]([CH3:11])[CH3:10].C(Br)(Br)(Br)Br.C1(P(C2C=CC=CC=2)C2C=CC=CC=2)C=CC=CC=1.Cl.[NH:50]1[CH2:53][CH:52]([C:54]([O:56][CH3:57])=[O:55])[CH2:51]1.C(N(CC)C(C)C)(C)C, predict the reaction product.